Dataset: Full USPTO retrosynthesis dataset with 1.9M reactions from patents (1976-2016). Task: Predict the reactants needed to synthesize the given product. (1) Given the product [CH2:1]([C:5]1[CH:6]=[C:7]2[C:12](=[C:13]([N:15]3[CH2:20][CH2:19][NH:18][CH2:17][CH2:16]3)[CH:14]=1)[N:11]=[C:10]([CH2:28][CH2:29][C:30]([O:32][CH3:33])=[O:31])[CH:9]=[CH:8]2)[CH2:2][CH2:3][CH3:4], predict the reactants needed to synthesize it. The reactants are: [CH2:1]([C:5]1[CH:6]=[C:7]2[C:12](=[C:13]([N:15]3[CH2:20][CH2:19][N:18](C(OC(C)(C)C)=O)[CH2:17][CH2:16]3)[CH:14]=1)[N:11]=[C:10]([CH2:28][CH2:29][C:30]([O:32][CH3:33])=[O:31])[CH:9]=[CH:8]2)[CH2:2][CH2:3][CH3:4].FC(F)(F)C(O)=O. (2) Given the product [CH2:1]([S:8][C:9]1[CH:18]=[C:17]2[C:12]([C:13]([C:26]3[C:25]([O:31][CH3:32])=[CH:24][C:23]([C:33]4[CH:38]=[CH:37][CH:36]=[C:35]([F:39])[CH:34]=4)=[C:22]([Cl:21])[CH:27]=3)=[C:14]([Br:19])[N:15]=[N:16]2)=[CH:11][CH:10]=1)[C:2]1[CH:7]=[CH:6][CH:5]=[CH:4][CH:3]=1, predict the reactants needed to synthesize it. The reactants are: [CH2:1]([S:8][C:9]1[CH:18]=[C:17]2[C:12]([C:13](Br)=[C:14]([Br:19])[N:15]=[N:16]2)=[CH:11][CH:10]=1)[C:2]1[CH:7]=[CH:6][CH:5]=[CH:4][CH:3]=1.[Cl:21][C:22]1[CH:27]=[C:26](B(O)O)[C:25]([O:31][CH3:32])=[CH:24][C:23]=1[C:33]1[CH:38]=[CH:37][CH:36]=[C:35]([F:39])[CH:34]=1.C(=O)([O-])[O-].[K+].[K+].O1CCOCC1. (3) Given the product [Cl:10][C:11]1[CH:12]=[N:13][CH:14]=[C:15]([Cl:18])[C:16]=1[N:1]1[CH2:9][CH2:8][CH:4]([C:5]([NH2:7])=[O:6])[CH2:3][CH2:2]1, predict the reactants needed to synthesize it. The reactants are: [NH:1]1[CH2:9][CH2:8][CH:4]([C:5]([NH2:7])=[O:6])[CH2:3][CH2:2]1.[Cl:10][C:11]1[CH:12]=[N:13][CH:14]=[C:15]([Cl:18])[C:16]=1Cl.C(N(CC)CC)C. (4) Given the product [CH2:1]([O:8][C:9]1[CH:18]=[C:17]2[C:12]([C:13]([S:19][C:23]3[S:24][C:25]([N+:28]([O-:30])=[O:29])=[CH:26][N:27]=3)=[CH:14][CH:15]=[N:16]2)=[CH:11][C:10]=1[O:20][CH3:21])[C:2]1[CH:3]=[CH:4][CH:5]=[CH:6][CH:7]=1, predict the reactants needed to synthesize it. The reactants are: [CH2:1]([O:8][C:9]1[CH:18]=[C:17]2[C:12]([C:13](=[S:19])[CH:14]=[CH:15][NH:16]2)=[CH:11][C:10]=1[O:20][CH3:21])[C:2]1[CH:7]=[CH:6][CH:5]=[CH:4][CH:3]=1.Br[C:23]1[S:24][C:25]([N+:28]([O-:30])=[O:29])=[CH:26][N:27]=1.C(=O)([O-])[O-].[K+].[K+].CN(C)C=O.